From a dataset of Full USPTO retrosynthesis dataset with 1.9M reactions from patents (1976-2016). Predict the reactants needed to synthesize the given product. (1) Given the product [CH3:47][O:46][C:36](=[O:45])[C@H:37]([O:24][C:13]1[C:14](=[O:23])[N:15]([C:16]2[N:17]=[N:18][C:19]([CH3:22])=[CH:20][CH:21]=2)[C@H:11]([C:8]2[CH:7]=[CH:6][C:5]([C:2]([F:1])([F:4])[CH3:3])=[CH:10][CH:9]=2)[C:12]=1[C:25](=[O:35])[C:26]1[CH:27]=[CH:28][C:29]([CH:32]([CH3:33])[CH3:34])=[CH:30][CH:31]=1)[C:39]1[CH:40]=[CH:41][CH:42]=[CH:43][CH:44]=1, predict the reactants needed to synthesize it. The reactants are: [F:1][C:2]([C:5]1[CH:10]=[CH:9][C:8]([CH:11]2[N:15]([C:16]3[N:17]=[N:18][C:19]([CH3:22])=[CH:20][CH:21]=3)[C:14](=[O:23])[C:13]([OH:24])=[C:12]2[C:25](=[O:35])[C:26]2[CH:31]=[CH:30][C:29]([CH:32]([CH3:34])[CH3:33])=[CH:28][CH:27]=2)=[CH:7][CH:6]=1)([F:4])[CH3:3].[C:36]([O:46][CH3:47])(=[O:45])[C@H:37]([C:39]1[CH:44]=[CH:43][CH:42]=[CH:41][CH:40]=1)O. (2) Given the product [F:4][C:3]([F:6])([F:5])[CH:26]([C:18]1[CH:17]=[C:16]([CH:21]=[CH:20][CH:19]=1)[C:15]([O:14][CH3:12])=[O:22])[OH:27], predict the reactants needed to synthesize it. The reactants are: C[Si](C)(C)[C:3]([F:6])([F:5])[F:4].[F-].[Cs+].C[C:12]([O:14][C:15](=[O:22])[C:16]1[CH:21]=[CH:20][CH:19]=[CH:18][CH:17]=1)=O.Cl.C1C[O:27][CH2:26]C1. (3) The reactants are: [CH:1]1([CH2:6][CH:7]([N:11]2[C:19]3[C:14](=[CH:15][C:16]([O:20][CH3:21])=[CH:17][CH:18]=3)[C:13](=[O:22])[C:12]2=[O:23])[C:8]([OH:10])=O)[CH2:5][CH2:4][CH2:3][CH2:2]1.[CH3:24][N:25]1[CH:29]=[CH:28][C:27]([NH2:30])=[N:26]1.C(N(CC)C(C)C)(C)C.F[P-](F)(F)(F)(F)F.N1(O[P+](N(C)C)(N(C)C)N(C)C)C2C=CC=CC=2N=N1. Given the product [CH:1]1([CH2:6][CH:7]([N:11]2[C:19]3[C:14](=[CH:15][C:16]([O:20][CH3:21])=[CH:17][CH:18]=3)[C:13](=[O:22])[C:12]2=[O:23])[C:8]([NH:30][C:27]2[CH:28]=[CH:29][N:25]([CH3:24])[N:26]=2)=[O:10])[CH2:2][CH2:3][CH2:4][CH2:5]1, predict the reactants needed to synthesize it. (4) Given the product [CH3:1][O:2][C:3]1[CH:4]=[C:5]2[C:20](=[CH:21][CH:22]=1)[C:19](=[O:23])[C:7]1([CH2:8][CH2:9][N:10]([CH:13]3[CH2:17][CH2:16][N:15]([CH2:25][C:26]4[NH:27][C:28](=[O:36])[C:29]5[CH2:35][O:34][CH2:33][CH2:32][C:30]=5[N:31]=4)[C:14]3=[O:18])[CH2:11][CH2:12]1)[CH2:6]2, predict the reactants needed to synthesize it. The reactants are: [CH3:1][O:2][C:3]1[CH:4]=[C:5]2[C:20](=[CH:21][CH:22]=1)[C:19](=[O:23])[C:7]1([CH2:12][CH2:11][N:10]([CH:13]3[CH2:17][CH2:16][NH:15][C:14]3=[O:18])[CH2:9][CH2:8]1)[CH2:6]2.Cl[CH2:25][C:26]1[NH:27][C:28](=[O:36])[C:29]2[CH2:35][O:34][CH2:33][CH2:32][C:30]=2[N:31]=1.[H-].[Na+].